This data is from Reaction yield outcomes from USPTO patents with 853,638 reactions. The task is: Predict the reaction yield, written as a fraction of the theoretical maximum amount of product (1.0 means a 100% yield; for example, 0.34 means a 34% yield). (1) The reactants are [F:1][C:2]1[CH:9]=[C:8]([F:10])[CH:7]=[CH:6][C:3]=1[CH2:4][OH:5].[Cl:11][C:12]([Cl:16])([Cl:15])[C:13]#[N:14]. The catalyst is S([O-])(O)(=O)=O.C([N+](CCCC)(CCCC)CCCC)CCC.C(Cl)Cl.[OH-].[K+]. The product is [Cl:11][C:12]([Cl:16])([Cl:15])[C:13](=[NH:14])[O:5][CH2:4][C:3]1[CH:6]=[CH:7][C:8]([F:10])=[CH:9][C:2]=1[F:1]. The yield is 0.920. (2) The reactants are [CH3:1][C:2]1[CH:7]=[CH:6][N:5]=[C:4]([NH:8][C:9](=[O:25])[C:10]2[CH:15]=[CH:14][C:13]([B:16]3[O:20][C:19]([CH3:22])([CH3:21])[C:18]([CH3:24])([CH3:23])[O:17]3)=[CH:12][CH:11]=2)[CH:3]=1.[CH2:26](C1C=CN=C(N)C=1)[CH2:27]C. No catalyst specified. The product is [CH2:1]([C:2]1[CH:7]=[CH:6][N:5]=[C:4]([NH:8][C:9](=[O:25])[C:10]2[CH:11]=[CH:12][C:13]([B:16]3[O:20][C:19]([CH3:21])([CH3:22])[C:18]([CH3:24])([CH3:23])[O:17]3)=[CH:14][CH:15]=2)[CH:3]=1)[CH2:26][CH3:27]. The yield is 0.541. (3) The product is [CH3:34][N:1]1[CH2:6][CH2:5][CH:4]([NH:7][C:8]([N:10]2[C:18]3[C:13](=[CH:14][C:15]([O:19][C:20]4[CH:25]=[CH:24][N:23]=[C:22]([NH:26][C:27]([NH:29][CH2:30][CH3:31])=[O:28])[CH:21]=4)=[CH:16][CH:17]=3)[CH:12]=[CH:11]2)=[O:9])[CH2:3][CH2:2]1. The reactants are [NH:1]1[CH2:6][CH2:5][CH:4]([NH:7][C:8]([N:10]2[C:18]3[C:13](=[CH:14][C:15]([O:19][C:20]4[CH:25]=[CH:24][N:23]=[C:22]([NH:26][C:27]([NH:29][CH2:30][CH3:31])=[O:28])[CH:21]=4)=[CH:16][CH:17]=3)[CH:12]=[CH:11]2)=[O:9])[CH2:3][CH2:2]1.C=O.[C:34](O)(=O)C.C(O[BH-](OC(=O)C)OC(=O)C)(=O)C.[Na+]. The yield is 0.670. The catalyst is O1CCCC1.CO. (4) The reactants are C([O:3][C:4]([C:6]1[N:7]([CH2:17][C:18]#[N:19])[C:8]2[C:13]([CH:14]=1)=[CH:12][C:11]([O:15][CH3:16])=[CH:10][CH:9]=2)=O)C.Cl. The catalyst is CCO.CCOC(C)=O.[Pd]. The product is [CH3:16][O:15][C:11]1[CH:10]=[CH:9][C:8]2[N:7]3[CH2:17][CH2:18][NH:19][C:4](=[O:3])[C:6]3=[CH:14][C:13]=2[CH:12]=1. The yield is 0.750. (5) The catalyst is COCCOC. The yield is 0.410. The reactants are Cl[C:2]1[C:7]([F:8])=[CH:6][N:5]=[C:4]([N:9]2[CH2:13][CH2:12][C@H:11]([NH:14][CH2:15][C:16]3[CH:21]=[CH:20][C:19]([Cl:22])=[CH:18][C:17]=3[Cl:23])[CH2:10]2)[N:3]=1.[CH3:24][O-:25].[Na+].CO. The product is [Cl:23][C:17]1[CH:18]=[C:19]([Cl:22])[CH:20]=[CH:21][C:16]=1[CH2:15][NH:14][CH:11]1[CH2:12][CH2:13][N:9]([C:4]2[N:3]=[C:2]([O:25][CH3:24])[C:7]([F:8])=[CH:6][N:5]=2)[CH2:10]1. (6) The reactants are Cl.[Br:2][C:3]1[CH:8]=[CH:7][C:6]([CH:9](C(OC)=O)[C:10]([O:12]C)=[O:11])=[C:5]([N+:18]([O-:20])=[O:19])[CH:4]=1.O. The catalyst is CS(C)=O. The product is [Br:2][C:3]1[CH:8]=[CH:7][C:6]([CH2:9][C:10]([OH:12])=[O:11])=[C:5]([N+:18]([O-:20])=[O:19])[CH:4]=1. The yield is 0.940. (7) The reactants are N[C:2]1[C:3]([CH3:25])=[C:4]([C:8]2[CH:17]=[C:16]3[C:11]([CH:12]=[C:13]([NH:18][C:19]([C@@H:21]4[CH2:23][C@@H:22]4[F:24])=[O:20])[N:14]=[CH:15]3)=[CH:10][CH:9]=2)[CH:5]=[N:6][CH:7]=1.FC(F)(F)C(O)=[O:29].CCCCCON=O. No catalyst specified. The product is [F:24][C@H:22]1[CH2:23][C@H:21]1[C:19]([NH:18][C:13]1[N:14]=[CH:15][C:16]2[C:11]([CH:12]=1)=[CH:10][CH:9]=[C:8]([C:4]1[CH:5]=[N:6][CH:7]=[C:2]([OH:29])[C:3]=1[CH3:25])[CH:17]=2)=[O:20]. The yield is 0.180.